This data is from Full USPTO retrosynthesis dataset with 1.9M reactions from patents (1976-2016). The task is: Predict the reactants needed to synthesize the given product. (1) The reactants are: [Cl:1][C:2]1[C:3]([NH:12][S:13]([C:16]2[CH:25]=[CH:24][C:19]([C:20]([O:22][CH3:23])=[O:21])=[CH:18][CH:17]=2)(=[O:15])=[O:14])=[N:4][CH:5]=[C:6]([C:8]([F:11])([F:10])[F:9])[CH:7]=1.Br[CH2:27][C:28]1[CH:33]=[CH:32][C:31]([F:34])=[CH:30][C:29]=1[Cl:35]. Given the product [Cl:35][C:29]1[CH:30]=[C:31]([F:34])[CH:32]=[CH:33][C:28]=1[CH2:27][N:12]([C:3]1[C:2]([Cl:1])=[CH:7][C:6]([C:8]([F:11])([F:9])[F:10])=[CH:5][N:4]=1)[S:13]([C:16]1[CH:25]=[CH:24][C:19]([C:20]([O:22][CH3:23])=[O:21])=[CH:18][CH:17]=1)(=[O:15])=[O:14], predict the reactants needed to synthesize it. (2) Given the product [N:7]1([CH2:13][CH2:14][C:15]2[CH:16]=[C:17]([N:21]3[CH:25]=[C:24]([C:26]4[C:34]5[C:29](=[CH:30][CH:31]=[CH:32][CH:33]=5)[NH:28][N:27]=4)[N:23]=[N:22]3)[CH:18]=[CH:19][CH:20]=2)[CH2:8][CH2:9][O:10][CH2:11][CH2:12]1, predict the reactants needed to synthesize it. The reactants are: [H-].[H-].[H-].[H-].[Li+].[Al+3].[N:7]1([C:13](=O)[CH2:14][C:15]2[CH:16]=[C:17]([N:21]3[CH:25]=[C:24]([C:26]4[C:34]5[C:29](=[CH:30][CH:31]=[CH:32][CH:33]=5)[NH:28][N:27]=4)[N:23]=[N:22]3)[CH:18]=[CH:19][CH:20]=2)[CH2:12][CH2:11][O:10][CH2:9][CH2:8]1.O.CCOC(C)=O.